From a dataset of Catalyst prediction with 721,799 reactions and 888 catalyst types from USPTO. Predict which catalyst facilitates the given reaction. (1) Reactant: Br[C:2]1[N:3]([C:8]([O:10][C:11]([CH3:14])([CH3:13])[CH3:12])=[O:9])[C:4]([Br:7])=[CH:5][CH:6]=1.C([Li])CCC.Cl[C:21]([O:23][CH2:24][C:25]1[CH:30]=[CH:29][CH:28]=[CH:27][CH:26]=1)=[O:22].[Cl-].[NH4+]. Product: [Br:7][C:4]1[N:3]([C:8]([O:10][C:11]([CH3:14])([CH3:13])[CH3:12])=[O:9])[C:2]([C:21]([O:23][CH2:24][C:25]2[CH:30]=[CH:29][CH:28]=[CH:27][CH:26]=2)=[O:22])=[CH:6][CH:5]=1. The catalyst class is: 27. (2) Reactant: [C:1]1([CH2:7][SH:8])[CH:6]=[CH:5][CH:4]=[CH:3][CH:2]=1.[H-].[Na+].Cl[C:12]1[CH:17]=[CH:16][C:15]([C:18]2[CH:23]=[CH:22][CH:21]=[C:20]([CH:24]([CH3:26])[CH3:25])[CH:19]=2)=[CH:14][N:13]=1. Product: [CH2:7]([S:8][C:12]1[CH:17]=[CH:16][C:15]([C:18]2[CH:23]=[CH:22][CH:21]=[C:20]([CH:24]([CH3:26])[CH3:25])[CH:19]=2)=[CH:14][N:13]=1)[C:1]1[CH:6]=[CH:5][CH:4]=[CH:3][CH:2]=1. The catalyst class is: 3.